The task is: Predict the product of the given reaction.. This data is from Forward reaction prediction with 1.9M reactions from USPTO patents (1976-2016). (1) The product is: [OH:17][CH2:16][CH2:15][C:11]1([OH:14])[CH2:12][CH2:13][NH:8][CH2:9][CH2:10]1. Given the reactants C([N:8]1[CH2:13][CH2:12][C:11]([CH2:15][CH2:16][OH:17])([OH:14])[CH2:10][CH2:9]1)C1C=CC=CC=1.C, predict the reaction product. (2) Given the reactants [CH3:1][O:2][C:3]1[CH:4]=[C:5]2[C:9](=[CH:10][C:11]=1[O:12][CH3:13])[N:8]([CH2:14][C:15]([O:17]C(C)(C)C)=[O:16])[CH:7]=[C:6]2[C:22]1[N:30](S(C2C=CC(C)=CC=2)(=O)=O)[C:25]2=[N:26][CH:27]=[CH:28][CH:29]=[C:24]2[CH:23]=1.[OH-].[K+], predict the reaction product. The product is: [CH3:1][O:2][C:3]1[CH:4]=[C:5]2[C:9](=[CH:10][C:11]=1[O:12][CH3:13])[N:8]([CH2:14][C:15]([OH:17])=[O:16])[CH:7]=[C:6]2[C:22]1[NH:30][C:25]2=[N:26][CH:27]=[CH:28][CH:29]=[C:24]2[CH:23]=1.